Dataset: Full USPTO retrosynthesis dataset with 1.9M reactions from patents (1976-2016). Task: Predict the reactants needed to synthesize the given product. (1) Given the product [NH2:1][C:2]1[C:11]2[C:6](=[CH:7][CH:8]=[CH:9][C:10]=2[O:12][CH2:13][C:14]([CH3:19])([CH3:18])[C:15]([NH:29][CH2:27][CH3:28])=[O:17])[N:5]=[C:4]([CH3:20])[C:3]=1[C:21]([O:23][CH2:24][CH3:25])=[O:22], predict the reactants needed to synthesize it. The reactants are: [NH2:1][C:2]1[C:11]2[C:6](=[CH:7][CH:8]=[CH:9][C:10]=2[O:12][CH2:13][C:14]([CH3:19])([CH3:18])[C:15]([OH:17])=O)[N:5]=[C:4]([CH3:20])[C:3]=1[C:21]([O:23][CH2:24][CH3:25])=[O:22].Cl.[CH2:27]([NH2:29])[CH3:28]. (2) Given the product [CH2:6]([N:13]1[CH2:14][CH2:15][C:16]([N:19]([C:20]2[CH:21]=[CH:22][CH:23]=[CH:24][CH:25]=2)[C:1](=[O:4])[CH2:2][CH3:3])([CH2:26][O:27][CH3:28])[CH2:17][CH2:18]1)[C:7]1[CH:8]=[CH:9][CH:10]=[CH:11][CH:12]=1, predict the reactants needed to synthesize it. The reactants are: [C:1](Cl)(=[O:4])[CH2:2][CH3:3].[CH2:6]([N:13]1[CH2:18][CH2:17][C:16]([CH2:26][O:27][CH3:28])([NH:19][C:20]2[CH:25]=[CH:24][CH:23]=[CH:22][CH:21]=2)[CH2:15][CH2:14]1)[C:7]1[CH:12]=[CH:11][CH:10]=[CH:9][CH:8]=1.C(N(CC)CC)C. (3) Given the product [CH3:1][O:2][C:3]1[CH:8]=[CH:7][C:6]([O:9][C:10]([F:13])([F:12])[F:11])=[CH:5][C:4]=1[C:20]1[C:21]([NH:25][CH2:26][C:27]2[CH:32]=[CH:31][C:30]([O:33][CH3:34])=[CH:29][CH:28]=2)=[N:22][C:23]([Cl:24])=[CH:18][N:19]=1, predict the reactants needed to synthesize it. The reactants are: [CH3:1][O:2][C:3]1[CH:8]=[CH:7][C:6]([O:9][C:10]([F:13])([F:12])[F:11])=[CH:5][C:4]=1B(O)O.Br[C:18]1[N:19]=[CH:20][C:21]([NH:25][CH2:26][C:27]2[CH:32]=[CH:31][C:30]([O:33][CH3:34])=[CH:29][CH:28]=2)=[N:22][C:23]=1[Cl:24]. (4) Given the product [C:16]([O:11][C@H:10]([CH3:12])[C@H:9]([NH:8][C:1]([O:3][C:4]([CH3:6])([CH3:5])[CH3:7])=[O:2])[C:13]([OH:15])=[O:14])(=[O:22])/[CH:17]=[CH:18]/[CH3:19], predict the reactants needed to synthesize it. The reactants are: [C:1]([NH:8][C@H:9]([C:13]([OH:15])=[O:14])[C@@H:10]([CH3:12])[OH:11])([O:3][C:4]([CH3:7])([CH3:6])[CH3:5])=[O:2].[CH2:16](Cl)[CH:17]=[CH:18][CH3:19].C([O-])(O)=[O:22].[Na+].Cl.